From a dataset of Full USPTO retrosynthesis dataset with 1.9M reactions from patents (1976-2016). Predict the reactants needed to synthesize the given product. (1) Given the product [NH2:10][C:11]1[C:12]([NH2:20])=[C:13]([CH:17]=[CH:18][CH:19]=1)[C:14]([OH:16])=[O:15], predict the reactants needed to synthesize it. The reactants are: OC1C=CNC(=O)C=1O.[NH2:10][C:11]1[C:12]([NH2:20])=[C:13]([CH:17]=[CH:18][CH:19]=1)[C:14]([OH:16])=[O:15].CN(C(ON1N=NC2C=CC=NC1=2)=[N+](C)C)C.F[P-](F)(F)(F)(F)F.C(N(C(C)C)CC)(C)C.N(CCCCN)=[N+]=[N-]. (2) Given the product [N+:30]([C:33]1[CH:38]=[C:37]([C:2]2[C:10]3[O:9][CH2:8][CH:7]([C:11]4[CH:16]=[CH:15][C:14]([CH:17]([CH3:19])[CH3:18])=[CH:13][CH:12]=4)[C:6]=3[C:5]([CH3:20])=[C:4]([NH:21][C:22](=[O:28])[CH2:23][C:24]([CH3:25])([CH3:26])[CH3:27])[C:3]=2[CH3:29])[CH:36]=[CH:35][CH:34]=1)([O-:32])=[O:31], predict the reactants needed to synthesize it. The reactants are: Br[C:2]1[C:10]2[O:9][CH2:8][CH:7]([C:11]3[CH:16]=[CH:15][C:14]([CH:17]([CH3:19])[CH3:18])=[CH:13][CH:12]=3)[C:6]=2[C:5]([CH3:20])=[C:4]([NH:21][C:22](=[O:28])[CH2:23][C:24]([CH3:27])([CH3:26])[CH3:25])[C:3]=1[CH3:29].[N+:30]([C:33]1[CH:34]=[C:35](B(O)O)[CH:36]=[CH:37][CH:38]=1)([O-:32])=[O:31]. (3) Given the product [K+:52].[Cl:1][C:2]1[CH:7]=[C:6]([N:8]([C:13]2[C:32]([CH:33]3[CH2:35][CH2:34]3)=[CH:31][C:16]3[C:17]([C:27](=[O:30])[NH:28][CH3:29])=[C:18]([C:20]4[CH:21]=[CH:22][C:23]([F:26])=[CH:24][CH:25]=4)[O:19][C:15]=3[CH:14]=2)[S:9]([CH3:12])(=[O:11])=[O:10])[CH:5]=[CH:4][C:3]=1[B-:36]12[O:39][CH2:40][C:41]([CH3:45])([CH2:43][O:37]1)[CH2:42][O:38]2, predict the reactants needed to synthesize it. The reactants are: [Cl:1][C:2]1[CH:7]=[C:6]([N:8]([C:13]2[C:32]([CH:33]3[CH2:35][CH2:34]3)=[CH:31][C:16]3[C:17]([C:27](=[O:30])[NH:28][CH3:29])=[C:18]([C:20]4[CH:25]=[CH:24][C:23]([F:26])=[CH:22][CH:21]=4)[O:19][C:15]=3[CH:14]=2)[S:9]([CH3:12])(=[O:11])=[O:10])[CH:5]=[CH:4][C:3]=1[B:36]([OH:38])[OH:37].[OH:39][CH2:40][C:41]([CH2:45]O)([CH2:43]O)[CH3:42].CC(C)([O-])C.[K+:52].C1COCC1. (4) Given the product [C:1]([O:5][C:6]([N:8]1[CH2:16][C:15]2[C:10](=[CH:11][C:12]([C:18]3[CH2:19][CH2:20][O:21][CH2:22][CH:23]=3)=[C:13]([CH:29]3[CH2:31][CH2:30]3)[CH:14]=2)[CH2:9]1)=[O:7])([CH3:4])([CH3:3])[CH3:2], predict the reactants needed to synthesize it. The reactants are: [C:1]([O:5][C:6]([N:8]1[CH2:16][C:15]2[C:10](=[CH:11][C:12]([C:18]3[CH2:19][CH2:20][O:21][CH2:22][CH:23]=3)=[C:13](Cl)[CH:14]=2)[CH2:9]1)=[O:7])([CH3:4])([CH3:3])[CH3:2].C([Sn](CCCC)(CCCC)[CH:29]1[CH2:31][CH2:30]1)CCC. (5) Given the product [CH:1]1([NH:6][CH2:14][C:15]2[CH:16]=[C:17]([CH:18]=[CH:19][CH:20]=2)[O:21][CH2:22][CH:23]([OH:34])[CH2:24][N:25]2[CH2:26][C:27]3[C:32](=[CH:31][CH:30]=[CH:29][CH:28]=3)[CH2:33]2)[CH2:2][CH2:3][CH2:4][CH2:5]1, predict the reactants needed to synthesize it. The reactants are: [CH:1]1([N:6]([CH2:14][C:15]2[CH:20]=[CH:19][CH:18]=[C:17]([O:21][CH2:22][CH:23]([OH:34])[CH2:24][N:25]3[CH2:33][C:32]4[C:27](=[CH:28][CH:29]=[CH:30][CH:31]=4)[CH2:26]3)[CH:16]=2)C(=O)OC(C)(C)C)[CH2:5][CH2:4][CH2:3][CH2:2]1.Cl.C(OCC)(=O)C.